This data is from Peptide-MHC class I binding affinity with 185,985 pairs from IEDB/IMGT. The task is: Regression. Given a peptide amino acid sequence and an MHC pseudo amino acid sequence, predict their binding affinity value. This is MHC class I binding data. (1) The peptide sequence is FLRDNRAVL. The MHC is HLA-A31:01 with pseudo-sequence HLA-A31:01. The binding affinity (normalized) is 0.0847. (2) The peptide sequence is APRTLVLLL. The MHC is HLA-A69:01 with pseudo-sequence HLA-A69:01. The binding affinity (normalized) is 0.0847. (3) The peptide sequence is ALEAKIAQL. The MHC is HLA-A02:06 with pseudo-sequence HLA-A02:06. The binding affinity (normalized) is 0.353. (4) The peptide sequence is MFAVGTWMM. The MHC is HLA-A02:19 with pseudo-sequence HLA-A02:19. The binding affinity (normalized) is 0.0847. (5) The peptide sequence is EFKDFAAGR. The MHC is HLA-A68:01 with pseudo-sequence HLA-A68:01. The binding affinity (normalized) is 0.590.